From a dataset of Catalyst prediction with 721,799 reactions and 888 catalyst types from USPTO. Predict which catalyst facilitates the given reaction. (1) Reactant: [CH3:1][C:2]1([CH3:11])[N:6]2[C:7](=[O:10])[CH2:8][CH2:9][C@H:5]2[CH2:4][O:3]1.[Li+].[CH3:13][CH:14]([N-]C(C)C)[CH3:15].C(Br)C=C. Product: [CH2:15]([CH:8]1[C:7](=[O:10])[N:6]2[C:2]([CH3:11])([CH3:1])[O:3][CH2:4][C@@H:5]2[CH2:9]1)[CH:14]=[CH2:13]. The catalyst class is: 1. (2) Product: [CH:1]1([N:4]2[C:8]3[CH:9]=[CH:10][CH:11]=[CH:12][C:7]=3[N:6]([CH2:13][CH2:14][CH2:15][N:16]3[CH2:46][CH2:45][C:19]4([N:23]([C:24]5[CH:29]=[CH:28][CH:27]=[CH:26][CH:25]=5)[CH2:22][N:21]([CH2:30][C:31]5[CH:43]=[CH:42][CH:41]=[CH:40][C:32]=5[C:33]([OH:35])=[O:34])[C:20]4=[O:44])[CH2:18][CH2:17]3)[C:5]2=[O:47])[CH2:2][CH2:3]1. The catalyst class is: 89. Reactant: [CH:1]1([N:4]2[C:8]3[CH:9]=[CH:10][CH:11]=[CH:12][C:7]=3[N:6]([CH2:13][CH2:14][CH2:15][N:16]3[CH2:46][CH2:45][C:19]4([N:23]([C:24]5[CH:29]=[CH:28][CH:27]=[CH:26][CH:25]=5)[CH2:22][N:21]([CH2:30][C:31]5[CH:43]=[CH:42][CH:41]=[CH:40][C:32]=5[C:33]([O:35]C(C)(C)C)=[O:34])[C:20]4=[O:44])[CH2:18][CH2:17]3)[C:5]2=[O:47])[CH2:3][CH2:2]1. (3) Reactant: [C:1]([O:5][C:6]([NH:8][CH:9]([CH2:13][C:14]([CH3:17])([CH3:16])[CH3:15])[C:10]([OH:12])=O)=[O:7])([CH3:4])([CH3:3])[CH3:2].CN1CCOCC1.ClC(OCC(C)C)=O.[NH2:33][C:34]1([C:39]#[N:40])[CH2:38][CH2:37][CH2:36][CH2:35]1. Product: [C:1]([O:5][C:6](=[O:7])[NH:8][CH:9]([C:10](=[O:12])[NH:33][C:34]1([C:39]#[N:40])[CH2:38][CH2:37][CH2:36][CH2:35]1)[CH2:13][C:14]([CH3:17])([CH3:16])[CH3:15])([CH3:2])([CH3:3])[CH3:4]. The catalyst class is: 20. (4) Reactant: C[O:2][C:3](=[O:26])[CH:4]([N:11]1[C:16](=[O:17])[CH:15]=[C:14]([N:18]([CH3:25])[C:19]2[CH:24]=[CH:23][CH:22]=[CH:21][CH:20]=2)[CH:13]=[N:12]1)[CH2:5][CH:6]1[CH2:10][CH2:9][CH2:8][CH2:7]1.[OH-].[Na+].Cl. Product: [CH:6]1([CH2:5][CH:4]([N:11]2[C:16](=[O:17])[CH:15]=[C:14]([N:18]([CH3:25])[C:19]3[CH:24]=[CH:23][CH:22]=[CH:21][CH:20]=3)[CH:13]=[N:12]2)[C:3]([OH:26])=[O:2])[CH2:10][CH2:9][CH2:8][CH2:7]1. The catalyst class is: 24. (5) Reactant: [CH:1]([C:4]1[CH:23]=[CH:22][C:7]([C:8]([O:10][CH:11]([CH3:21])[CH2:12][N:13]([CH:15]2[CH2:20][CH2:19][CH2:18][CH2:17][CH2:16]2)[CH3:14])=[O:9])=[CH:6][CH:5]=1)([CH3:3])[CH3:2].[CH3:24][I:25]. Product: [I-:25].[CH:1]([C:4]1[CH:23]=[CH:22][C:7]([C:8]([O:10][CH:11]([CH3:21])[CH2:12][N+:13]([CH3:24])([CH3:14])[CH:15]2[CH2:20][CH2:19][CH2:18][CH2:17][CH2:16]2)=[O:9])=[CH:6][CH:5]=1)([CH3:3])[CH3:2]. The catalyst class is: 26. (6) Reactant: [C:1]([O:8][CH3:9])(=[O:7])[CH2:2][C:3]([O:5][CH3:6])=[O:4].[H-].[Na+].C(=O)(O[CH:16]([C:19]1[S:20][CH:21]=[CH:22][CH:23]=1)[CH:17]=[CH2:18])OC.O. Product: [S:20]1[CH:21]=[CH:22][CH:23]=[C:19]1[CH:16]([CH:2]([C:1]([O:8][CH3:9])=[O:7])[C:3]([O:5][CH3:6])=[O:4])[CH:17]=[CH2:18]. The catalyst class is: 396. (7) Reactant: [F:1][C:2]1[CH:7]=[C:6](F)[CH:5]=[C:4]([CH3:9])[C:3]=1[C:10]1[O:11][CH2:12][C:13]([CH3:16])([CH3:15])[N:14]=1.[C:17](#[N:21])[CH:18]([CH3:20])[CH3:19].C(#N)C.C(=O)=O.C[Si]([N-][Si](C)(C)C)(C)C.[K+]. Product: [CH3:15][C:13]1([CH3:16])[CH2:12][O:11][C:10]([C:3]2[C:4]([CH3:9])=[CH:5][C:6]([C:18]([CH3:20])([CH3:19])[C:17]#[N:21])=[CH:7][C:2]=2[F:1])=[N:14]1. The catalyst class is: 7. (8) Reactant: Cl.[CH2:2]([N:4]1[C:8]2[CH:9]=[CH:10][C:11]([C:13]#[C:14][CH2:15][CH:16]([OH:18])[CH3:17])=[CH:12][C:7]=2[N:6]=[C:5]1[CH2:19][N:20]1[CH:24]=[CH:23][N:22]=[C:21]1[C:25]1[S:26][CH:27]=[CH:28][N:29]=1)[CH3:3].C([O-])(O)=[O:31].[Na+]. Product: [CH2:2]([N:4]1[C:8]2[CH:9]=[CH:10][C:11]([C:13](=[O:31])[CH2:14][CH2:15][CH:16]([OH:18])[CH3:17])=[CH:12][C:7]=2[N:6]=[C:5]1[CH2:19][N:20]1[CH:24]=[CH:23][N:22]=[C:21]1[C:25]1[S:26][CH:27]=[CH:28][N:29]=1)[CH3:3]. The catalyst class is: 2.